Dataset: Forward reaction prediction with 1.9M reactions from USPTO patents (1976-2016). Task: Predict the product of the given reaction. (1) The product is: [C:13]1([C:4]2([NH2:1])[CH2:12][CH2:11][CH:10]3[N:6]([CH2:7][CH2:8][CH2:9]3)[CH2:5]2)[CH:14]=[CH:15][CH:16]=[CH:17][CH:18]=1. Given the reactants [N+:1]([C:4]1([C:13]2[CH:18]=[CH:17][CH:16]=[CH:15][CH:14]=2)[CH2:12][CH2:11][CH:10]2[N:6]([CH2:7][CH2:8][CH2:9]2)[CH2:5]1)([O-])=O, predict the reaction product. (2) Given the reactants Br[Mg][CH:3]1[CH2:5][CH2:4]1.[Br:6][C:7]1[C:8]([CH:14]2[O:18][CH2:17][CH2:16][O:15]2)=[N:9][C:10](Br)=[CH:11][CH:12]=1.C(Cl)Cl, predict the reaction product. The product is: [Br:6][C:7]1[C:8]([CH:14]2[O:18][CH2:17][CH2:16][O:15]2)=[N:9][C:10]([CH:3]2[CH2:4][CH2:5]2)=[CH:11][CH:12]=1. (3) Given the reactants [O:1]1[CH:5]=[CH:4][CH:3]=[C:2]1[CH2:6][N:7]1[C:15]2[N:14]=[CH:13][N:12]([CH3:16])[C:11]=2[C:10](=[O:17])[NH:9][C:8]1=[O:18].[H-].[Na+].[C:21]([O:24][C@H:25]([CH3:31])[CH2:26][CH2:27][CH2:28][CH2:29]I)(=[O:23])[CH3:22], predict the reaction product. The product is: [C:21]([O:24][C@H:25]([CH3:31])[CH2:26][CH2:27][CH2:28][CH2:29][N:9]1[C:10](=[O:17])[C:11]2[N:12]([CH3:16])[CH:13]=[N:14][C:15]=2[N:7]([CH2:6][C:2]2[O:1][CH:5]=[CH:4][CH:3]=2)[C:8]1=[O:18])(=[O:23])[CH3:22]. (4) Given the reactants [F:1][C:2]1[CH:26]=[CH:25][CH:24]=[CH:23][C:3]=1[CH2:4][N:5]1[C:13]2[C:8](=[CH:9][CH:10]=[CH:11][CH:12]=2)[C:7]([C:14]2[N:19]=[C:18]([NH2:20])[C:17]([O:21]C)=[CH:16][N:15]=2)=[N:6]1.C(=O)([O-])[O-].[K+].[K+].Cl[C:34]1[CH:39]=[CH:38][N:37]=[CH:36][C:35]=1[C:40]([NH2:42])=[O:41], predict the reaction product. The product is: [F:1][C:2]1[CH:26]=[CH:25][CH:24]=[CH:23][C:3]=1[CH2:4][N:5]1[C:13]2[C:8](=[CH:9][CH:10]=[CH:11][CH:12]=2)[C:7]([C:14]2[N:19]=[C:18]([NH:20][C:34]3[CH:39]=[CH:38][N:37]=[CH:36][C:35]=3[C:40]([NH2:42])=[O:41])[C:17]([OH:21])=[CH:16][N:15]=2)=[N:6]1. (5) Given the reactants F[C:2]1[CH:7]=[CH:6][C:5]([N+:8]([O-:10])=[O:9])=[CH:4][C:3]=1[O:11][CH3:12].[C:13]([O:17][C:18]([N:20]1[CH2:23][CH:22]([OH:24])[CH2:21]1)=[O:19])([CH3:16])([CH3:15])[CH3:14].C(O[K])(C)(C)C, predict the reaction product. The product is: [C:13]([O:17][C:18]([N:20]1[CH2:23][CH:22]([O:24][C:2]2[CH:7]=[CH:6][C:5]([N+:8]([O-:10])=[O:9])=[CH:4][C:3]=2[O:11][CH3:12])[CH2:21]1)=[O:19])([CH3:16])([CH3:14])[CH3:15]. (6) Given the reactants [CH3:1][C:2]1[C:7]([CH3:8])=[CH:6][CH:5]=[CH:4][C:3]=1B(O)O.Cl[C:13]1[N:18]=[C:17]([NH2:19])[N:16]=[C:15]([NH:20][CH2:21][CH2:22][C:23]2[CH:28]=[CH:27][CH:26]=[CH:25][CH:24]=2)[CH:14]=1, predict the reaction product. The product is: [CH3:1][C:2]1[C:7]([CH3:8])=[CH:6][CH:5]=[CH:4][C:3]=1[C:13]1[N:18]=[C:17]([NH2:19])[N:16]=[C:15]([NH:20][CH2:21][CH2:22][C:23]2[CH:24]=[CH:25][CH:26]=[CH:27][CH:28]=2)[CH:14]=1. (7) Given the reactants [CH3:1][O:2][C:3]([C:5]1[S:6][C:7]([C:27]2[CH:32]=[CH:31][CH:30]=[CH:29][CH:28]=2)=[CH:8][C:9]=1[N:10]([C:18]([CH:20]1[CH2:25][CH2:24][CH:23]([CH3:26])[CH2:22][CH2:21]1)=[O:19])[CH:11]1[CH2:16][CH2:15][C:14](=[O:17])[CH2:13][CH2:12]1)=[O:4].[BH4-].[Na+], predict the reaction product. The product is: [CH3:1][O:2][C:3]([C:5]1[S:6][C:7]([C:27]2[CH:28]=[CH:29][CH:30]=[CH:31][CH:32]=2)=[CH:8][C:9]=1[N:10]([C@H:11]1[CH2:16][CH2:15][C@H:14]([OH:17])[CH2:13][CH2:12]1)[C:18]([C@H:20]1[CH2:25][CH2:24][C@H:23]([CH3:26])[CH2:22][CH2:21]1)=[O:19])=[O:4]. (8) Given the reactants [CH:1]([C:3]1[CH:4]=[C:5]([CH:9]=[CH:10][CH:11]=1)[C:6](Cl)=[O:7])=[CH2:2].[NH3:12], predict the reaction product. The product is: [CH:1]([C:3]1[CH:4]=[C:5]([CH:9]=[CH:10][CH:11]=1)[C:6]([NH2:12])=[O:7])=[CH2:2]. (9) Given the reactants [Cl:1][C:2]1[CH:3]=[CH:4][C:5]2[C:10](=[O:11])O[C:8]([CH2:12][CH:13]([CH3:15])[CH3:14])=[N:7][C:6]=2[CH:16]=1.[CH2:17]([NH2:24])[C:18]1[CH:23]=[CH:22][CH:21]=[CH:20][CH:19]=1.[OH-].[Na+].Cl, predict the reaction product. The product is: [CH2:17]([N:24]1[C:10](=[O:11])[C:5]2[C:6](=[CH:16][C:2]([Cl:1])=[CH:3][CH:4]=2)[N:7]=[C:8]1[CH2:12][CH:13]([CH3:15])[CH3:14])[C:18]1[CH:23]=[CH:22][CH:21]=[CH:20][CH:19]=1.